Dataset: Catalyst prediction with 721,799 reactions and 888 catalyst types from USPTO. Task: Predict which catalyst facilitates the given reaction. (1) Reactant: F[C:2]1[CH:3]=[C:4]2[C:13](=[CH:14][CH:15]=1)[C:12](=[O:16])[C:11]1[C:10]([OH:17])=[CH:9][C:8]([N:18]3[CH2:23][CH2:22][O:21][CH2:20][CH2:19]3)=[CH:7][C:6]=1[O:5]2.[N:24]1[CH:29]=[CH:28][C:27]([CH2:30][OH:31])=[CH:26][CH:25]=1.C[Si]([N-][Si](C)(C)C)(C)C.[K+]. Product: [OH:17][C:10]1[C:11]2[C:12](=[O:16])[C:13]3[C:4](=[CH:3][C:2]([O:31][CH2:30][C:27]4[CH:28]=[CH:29][N:24]=[CH:25][CH:26]=4)=[CH:15][CH:14]=3)[O:5][C:6]=2[CH:7]=[C:8]([N:18]2[CH2:23][CH2:22][O:21][CH2:20][CH2:19]2)[CH:9]=1. The catalyst class is: 16. (2) Reactant: Cl[C:2]1[N:11]=[C:10]([N:12]2[CH2:17][CH2:16][O:15][CH2:14][CH2:13]2)[C:9]2[C:4](=[C:5]([O:33][CH3:34])[CH:6]=[C:7]([C:18]3[C:19]([F:32])=[C:20]([NH:25][S:26]([CH2:29][CH2:30][CH3:31])(=[O:28])=[O:27])[CH:21]=[CH:22][C:23]=3[F:24])[CH:8]=2)[N:3]=1.CC1(C)C(C)(C)OB([C:43]2[CH:44]=[N:45][C:46]([NH2:49])=[N:47][CH:48]=2)O1.C(=O)([O-])[O-].[Na+].[Na+].CN(C)C=O. Product: [NH2:49][C:46]1[N:47]=[CH:48][C:43]([C:2]2[N:11]=[C:10]([N:12]3[CH2:17][CH2:16][O:15][CH2:14][CH2:13]3)[C:9]3[C:4](=[C:5]([O:33][CH3:34])[CH:6]=[C:7]([C:18]4[C:19]([F:32])=[C:20]([NH:25][S:26]([CH2:29][CH2:30][CH3:31])(=[O:28])=[O:27])[CH:21]=[CH:22][C:23]=4[F:24])[CH:8]=3)[N:3]=2)=[CH:44][N:45]=1. The catalyst class is: 189.